Task: Predict which catalyst facilitates the given reaction.. Dataset: Catalyst prediction with 721,799 reactions and 888 catalyst types from USPTO Reactant: O.[OH-].[Li+].C([O:7][CH2:8][CH2:9][CH:10]([N:12]1[C:24]2[C:23]3[CH:22]=[CH:21][C:20]([Br:25])=[CH:19][C:18]=3[N:17]=[CH:16][C:15]=2[N:14]=[C:13]1[CH2:26][O:27]C(=O)C)[CH3:11])(=O)C. Product: [Br:25][C:20]1[CH:21]=[CH:22][C:23]2[C:24]3[N:12]([CH:10]([CH3:11])[CH2:9][CH2:8][OH:7])[C:13]([CH2:26][OH:27])=[N:14][C:15]=3[CH:16]=[N:17][C:18]=2[CH:19]=1. The catalyst class is: 5.